Task: Binary Classification. Given a drug SMILES string, predict its activity (active/inactive) in a high-throughput screening assay against a specified biological target.. Dataset: HIV replication inhibition screening data with 41,000+ compounds from the AIDS Antiviral Screen The molecule is Cc1ccc([B-]23OCC[N+]2(CNC(=O)C2=C(O)C(N(C)C)C4CC5C(=C(O)C4(O)C2=O)C(=O)c2c(O)cccc2C5(C)O)CCO3)cc1. The result is 0 (inactive).